From a dataset of Catalyst prediction with 721,799 reactions and 888 catalyst types from USPTO. Predict which catalyst facilitates the given reaction. (1) Reactant: C([O:5][C:6](=[O:11])[CH2:7][CH2:8][CH2:9]Br)(C)(C)C.[C:12]([O:25][CH2:26][C:27]1[CH:32]=[CH:31][CH:30]=[CH:29][CH:28]=1)(=[O:24])[CH2:13][C:14]([O:16][CH2:17][C:18]1[CH:23]=[CH:22][CH:21]=[CH:20][CH:19]=1)=[O:15].C(=O)([O-])[O-].[K+].[K+].[Cl-].[NH4+]. Product: [C:6]([CH2:7][CH2:8][CH2:9][CH:13]([C:12]([O:25][CH2:26][C:27]1[CH:28]=[CH:29][CH:30]=[CH:31][CH:32]=1)=[O:24])[C:14]([O:16][CH2:17][C:18]1[CH:23]=[CH:22][CH:21]=[CH:20][CH:19]=1)=[O:15])([OH:11])=[O:5]. The catalyst class is: 31. (2) Reactant: [Br:1][C:2]1[CH:3]=[C:4]([C:9]2[C:13]([C:14](OCC)=[O:15])=[CH:12][O:11][N:10]=2)[CH:5]=[CH:6][C:7]=1[F:8].[H-].C([Al+]CC(C)C)C(C)C.Cl. Product: [Br:1][C:2]1[CH:3]=[C:4]([C:9]2[C:13]([CH2:14][OH:15])=[CH:12][O:11][N:10]=2)[CH:5]=[CH:6][C:7]=1[F:8]. The catalyst class is: 7. (3) Reactant: ClC1C=CC2N=C(N3CCN(C[C:16]4[CH:17]=[C:18]([OH:23])[CH:19]=[C:20](C)[CH:21]=4)CC3)SC=2C=1.[C:26]([O:29][CH2:30][CH2:31]Br)(=[O:28])[CH3:27].C(=O)([O-])[O-].[Cs+].[Cs+].O. Product: [C:26]([O:29][CH2:30][CH2:31][O:23][C:18]1[CH:17]=[CH:16][CH:21]=[CH:20][CH:19]=1)(=[O:28])[CH3:27]. The catalyst class is: 42.